This data is from Retrosynthesis with 50K atom-mapped reactions and 10 reaction types from USPTO. The task is: Predict the reactants needed to synthesize the given product. (1) Given the product Cc1c(Cc2ccc(OC(C)C)cc2F)c(O[C@@]2(O)O[C@H](CO)[C@@H](O)[C@H](O)[C@H]2O)nn1C(C)C, predict the reactants needed to synthesize it. The reactants are: CC(C)I.Cc1c(Cc2ccc(O)cc2F)c(O[C@@]2(O)O[C@H](CO)[C@@H](O)[C@H](O)[C@H]2O)nn1C(C)C. (2) Given the product COc1cc(N)c(Cl)cc1C(=O)NCC1CCN(CCCCCOc2ccc(F)cc2)CC1, predict the reactants needed to synthesize it. The reactants are: COc1cc(N)c(Cl)cc1C(=O)NCC1CCNCC1.Fc1ccc(OCCCCCBr)cc1. (3) Given the product COC(=O)c1cccc(Nc2cccc(OC)c2)c1C(=O)OC, predict the reactants needed to synthesize it. The reactants are: COC(=O)c1cccc(I)c1C(=O)OC.COc1cccc(N)c1. (4) Given the product CCCCCC/C=C/Cc1nc2ccc(F)cc2c(OC(C)=O)c1C, predict the reactants needed to synthesize it. The reactants are: CC(=O)Oc1c(C)c(CI)nc2ccc(F)cc12.CCCCCC/C=C/I. (5) Given the product CC(C)(C)OC(=O)NCc1cccc(CN2C(=O)c3cccc(NC(=O)c4ccc(Cl)s4)c3C2=O)c1, predict the reactants needed to synthesize it. The reactants are: CC(C)(C)OC(=O)NCc1cccc(CO)c1.O=C(Nc1cccc2c1C(=O)NC2=O)c1ccc(Cl)s1. (6) Given the product CC(Nc1ccccc1C(=O)Nc1ccc2c(c1)CN(C(=O)OC(C)(C)C)CC2(C)C)c1ccnc(N)n1, predict the reactants needed to synthesize it. The reactants are: CC(=O)c1ccnc(N)n1.CC(C)(C)OC(=O)N1Cc2cc(NC(=O)c3ccccc3N)ccc2C(C)(C)C1. (7) Given the product COC(=O)c1ccc(C)c(-c2ccc3ncncc3c2)c1, predict the reactants needed to synthesize it. The reactants are: Brc1ccc2ncncc2c1.COC(=O)c1ccc(C)c(B2OC(C)(C)C(C)(C)O2)c1. (8) The reactants are: CN(C)S(=O)(=O)c1ccc(C=O)cc1Br. Given the product CN(C)S(=O)(=O)c1ccc(CO)cc1Br, predict the reactants needed to synthesize it. (9) Given the product C=C(C)C(=O)OCCCCCCOc1ccc(-c2ccc(C(=O)O)cc2)cc1, predict the reactants needed to synthesize it. The reactants are: C=C(C)C(=O)O.O=C(O)c1ccc(-c2ccc(OCCCCCCO)cc2)cc1.